Dataset: Forward reaction prediction with 1.9M reactions from USPTO patents (1976-2016). Task: Predict the product of the given reaction. (1) Given the reactants [C:1]([O:5][C:6](=[O:24])[NH:7][CH2:8][C:9]1[CH:10]=[C:11]([C:15]2[CH:20]=[CH:19][CH:18]=[C:17]([C:21]#[N:22])[C:16]=2[CH3:23])[CH:12]=[CH:13][CH:14]=1)([CH3:4])([CH3:3])[CH3:2].[BH4-].[Na+].[NH4+].[OH-], predict the reaction product. The product is: [C:1]([O:5][C:6](=[O:24])[NH:7][CH2:8][C:9]1[CH:10]=[C:11]([C:15]2[CH:20]=[CH:19][CH:18]=[C:17]([CH2:21][NH2:22])[C:16]=2[CH3:23])[CH:12]=[CH:13][CH:14]=1)([CH3:4])([CH3:3])[CH3:2]. (2) The product is: [CH2:18]([O:10][C:9](=[O:11])[CH2:8][C:5]1[CH:6]=[CH:7][C:2]([Br:1])=[CH:3][C:4]=1[Cl:12])[CH3:19]. Given the reactants [Br:1][C:2]1[CH:7]=[CH:6][C:5]([CH2:8][C:9]([OH:11])=[O:10])=[C:4]([Cl:12])[CH:3]=1.S(Cl)(Cl)=O.N.[CH2:18](O)[CH3:19], predict the reaction product. (3) Given the reactants [C:1]([O:5][C:6]([NH:8][C@H:9]([C:23]([O:25][CH3:26])=[O:24])[CH2:10][C:11]1[CH:16]=[CH:15][C:14]([C:17]#[C:18][CH2:19][CH:20]([OH:22])[CH3:21])=[CH:13][N:12]=1)=[O:7])([CH3:4])([CH3:3])[CH3:2], predict the reaction product. The product is: [C:1]([O:5][C:6]([NH:8][C@H:9]([C:23]([O:25][CH3:26])=[O:24])[CH2:10][C:11]1[CH:16]=[CH:15][C:14]([CH2:17][CH2:18][CH2:19][CH:20]([OH:22])[CH3:21])=[CH:13][N:12]=1)=[O:7])([CH3:4])([CH3:2])[CH3:3].